The task is: Regression/Classification. Given a drug SMILES string, predict its absorption, distribution, metabolism, or excretion properties. Task type varies by dataset: regression for continuous measurements (e.g., permeability, clearance, half-life) or binary classification for categorical outcomes (e.g., BBB penetration, CYP inhibition). Dataset: cyp1a2_veith.. This data is from CYP1A2 inhibition data for predicting drug metabolism from PubChem BioAssay. (1) The molecule is Cn1c(=O)c2c(nc(/C=C\c3cccc(Cl)c3)n2C)n(C)c1=O. The result is 1 (inhibitor). (2) The compound is C[N+]1(C)[C@H]2CC[C@@H]1CC(OC(=O)[C@@H](CO)c1ccccc1)C2. The result is 0 (non-inhibitor). (3) The molecule is O=C1O[C@@H]([C@@H](O)CO)[C@@H](O)[C@H]1O. The result is 0 (non-inhibitor). (4) The compound is CCCOc1ccc(-c2nc(OC)c3ccccc3n2)cc1. The result is 1 (inhibitor). (5) The molecule is Cc1ccc(C2/C(=C(/O)c3ccccc3)C(=O)C(=O)N2CCN2CCOCC2)o1. The result is 0 (non-inhibitor).